From a dataset of Full USPTO retrosynthesis dataset with 1.9M reactions from patents (1976-2016). Predict the reactants needed to synthesize the given product. Given the product [C:1]([O:4][C:5]1[CH:10]=[CH:9][C:8](/[CH:11]=[CH:12]/[C:13]([Cl:21])=[O:14])=[CH:7][C:6]=1[O:16][CH3:17])(=[O:3])[CH3:2], predict the reactants needed to synthesize it. The reactants are: [C:1]([O:4][C:5]1[CH:10]=[CH:9][C:8](/[CH:11]=[CH:12]/[C:13](O)=[O:14])=[CH:7][C:6]=1[O:16][CH3:17])(=[O:3])[CH3:2].C(Cl)(=O)C([Cl:21])=O.